Dataset: Catalyst prediction with 721,799 reactions and 888 catalyst types from USPTO. Task: Predict which catalyst facilitates the given reaction. (1) Reactant: [Cl:1][C:2]1[C:7]([C:8]([O:10][CH2:11][CH3:12])=[O:9])=[CH:6][N:5]=[C:4](Cl)[CH:3]=1.[F:14][C:15]1[CH:20]=[CH:19][C:18]([Mg]Br)=[CH:17][CH:16]=1. Product: [Cl:1][C:2]1[C:7]([C:8]([O:10][CH2:11][CH3:12])=[O:9])=[CH:6][N:5]=[C:4]([C:18]2[CH:19]=[CH:20][C:15]([F:14])=[CH:16][CH:17]=2)[CH:3]=1. The catalyst class is: 1. (2) Reactant: [C:1]([C:3]1[CH:4]=[C:5]([CH:9]=[CH:10][C:11]=1[O:12][CH:13]([CH3:15])[CH3:14])[C:6]([OH:8])=O)#[N:2].CN(C(ON1N=NC2C=CC=NC1=2)=[N+](C)C)C.F[P-](F)(F)(F)(F)F.CCN(C(C)C)C(C)C.O[NH:50][C:51](=[NH:71])[C:52]1[CH:53]=[C:54]2[C:58](=[CH:59][C:60]=1[O:61][CH3:62])[N:57]([CH2:63][CH2:64][CH2:65][C:66]([O:68][CH2:69][CH3:70])=[O:67])[N:56]=[CH:55]2. Product: [C:1]([C:3]1[CH:4]=[C:5]([C:6]2[O:8][N:50]=[C:51]([C:52]3[CH:53]=[C:54]4[C:58](=[CH:59][C:60]=3[O:61][CH3:62])[N:57]([CH2:63][CH2:64][CH2:65][C:66]([O:68][CH2:69][CH3:70])=[O:67])[N:56]=[CH:55]4)[N:71]=2)[CH:9]=[CH:10][C:11]=1[O:12][CH:13]([CH3:15])[CH3:14])#[N:2]. The catalyst class is: 3.